From a dataset of Reaction yield outcomes from USPTO patents with 853,638 reactions. Predict the reaction yield, written as a fraction of the theoretical maximum amount of product (1.0 means a 100% yield; for example, 0.34 means a 34% yield). (1) The reactants are CN(C)[CH:3]=[CH:4][C:5]([C:7]1[C:12](=[O:13])[CH:11]=[CH:10][N:9]([C:14]2[CH:19]=[CH:18][C:17]([C:20]([F:23])([F:22])[F:21])=[CH:16][CH:15]=2)[N:8]=1)=O.[C:25]1([NH:31][NH2:32])[CH:30]=[CH:29][CH:28]=[CH:27][CH:26]=1. The catalyst is CO. The product is [C:25]1([N:31]2[C:5]([C:7]3[C:12](=[O:13])[CH:11]=[CH:10][N:9]([C:14]4[CH:19]=[CH:18][C:17]([C:20]([F:22])([F:21])[F:23])=[CH:16][CH:15]=4)[N:8]=3)=[CH:4][CH:3]=[N:32]2)[CH:30]=[CH:29][CH:28]=[CH:27][CH:26]=1. The yield is 0.120. (2) The reactants are [C:1]([O:5][C:6]([C@@H:8]([NH:13][CH2:14][CH2:15][NH:16][CH2:17][C:18]1[N:23]=[C:22]([C:24]([O:26][CH3:27])=[O:25])[CH:21]=[CH:20][CH:19]=1)[C:9]([CH3:12])([CH3:11])[CH3:10])=[O:7])([CH3:4])([CH3:3])[CH3:2].[N+](C1C=C[C:34]([O:37]C(=O)OC2C=CC([N+]([O-])=O)=CC=2)=CC=1)([O-])=O.C(=O)(O)[O-].[Na+]. The catalyst is C1(C)C=CC=CC=1. The product is [C:1]([O:5][C:6]([C@@H:8]([N:13]1[CH2:14][CH2:15][N:16]([CH2:17][C:18]2[N:23]=[C:22]([C:24]([O:26][CH3:27])=[O:25])[CH:21]=[CH:20][CH:19]=2)[C:34]1=[O:37])[C:9]([CH3:12])([CH3:11])[CH3:10])=[O:7])([CH3:2])([CH3:3])[CH3:4]. The yield is 0.640. (3) The reactants are [CH2:1]([O:8][C:9]1[CH:10]=[C:11]([C:16](/[CH:19]=[CH:20]/OCC)=[CH:17][N:18]=1)[C:12](OC)=[O:13])[C:2]1[CH:7]=[CH:6][CH:5]=[CH:4][CH:3]=1.CC1C=CC(S(O)(=O)=O)=CC=1.O.[NH3:36]. No catalyst specified. The product is [CH2:1]([O:8][C:9]1[CH:10]=[C:11]2[C:16]([CH:19]=[CH:20][N:36]=[C:12]2[OH:13])=[CH:17][N:18]=1)[C:2]1[CH:7]=[CH:6][CH:5]=[CH:4][CH:3]=1. The yield is 0.970. (4) The reactants are [C:1]([O:5][C:6]([NH:8][C:9]1[S:10][C:11]([C:14](OCC)=[O:15])=[CH:12][N:13]=1)=[O:7])([CH3:4])([CH3:3])[CH3:2].[H-].[H-].[H-].[H-].[Li+].[Al+3].C(OCC)C. The catalyst is C1COCC1. The product is [OH:15][CH2:14][C:11]1[S:10][C:9]([NH:8][C:6](=[O:7])[O:5][C:1]([CH3:3])([CH3:2])[CH3:4])=[N:13][CH:12]=1. The yield is 0.626. (5) The reactants are [F:1][C:2]1[CH:3]=[C:4]2[C:8](=[C:9](I)[CH:10]=1)[C:7](=[O:12])[N:6]([CH2:13][C:14]1[CH:19]=[CH:18][C:17]([O:20][C:21]([F:24])([F:23])[F:22])=[CH:16][CH:15]=1)[CH2:5]2.[C-:25]#[N:26].[Na+]. The catalyst is C(#N)C.C1C=CC([P]([Pd]([P](C2C=CC=CC=2)(C2C=CC=CC=2)C2C=CC=CC=2)([P](C2C=CC=CC=2)(C2C=CC=CC=2)C2C=CC=CC=2)[P](C2C=CC=CC=2)(C2C=CC=CC=2)C2C=CC=CC=2)(C2C=CC=CC=2)C2C=CC=CC=2)=CC=1.[Cu]I. The product is [F:1][C:2]1[CH:10]=[C:9]([C:25]#[N:26])[C:8]2[C:7](=[O:12])[N:6]([CH2:13][C:14]3[CH:19]=[CH:18][C:17]([O:20][C:21]([F:24])([F:23])[F:22])=[CH:16][CH:15]=3)[CH2:5][C:4]=2[CH:3]=1. The yield is 0.450. (6) The reactants are [Cl:1][C:2]1[CH:7]=[CH:6][CH:5]=[CH:4][C:3]=1[CH2:8][CH:9](P(OCC)(OCC)=O)[C:10]([O:12][CH2:13][CH3:14])=[O:11].C=O.[C:25](=O)([O-])[O-].[K+].[K+]. The catalyst is O. The product is [Cl:1][C:2]1[CH:7]=[CH:6][CH:5]=[CH:4][C:3]=1[CH2:8][C:9](=[CH2:25])[C:10]([O:12][CH2:13][CH3:14])=[O:11]. The yield is 0.700.